From a dataset of Catalyst prediction with 721,799 reactions and 888 catalyst types from USPTO. Predict which catalyst facilitates the given reaction. (1) Reactant: [CH2:1]([C:8]1[CH:9]=[N:10][C:11]2[N:12]([N:15]=[CH:16][C:17]=2[C:18]([O:20]CC)=[O:19])[C:13]=1[CH3:14])[C:2]1[CH:7]=[CH:6][CH:5]=[CH:4][CH:3]=1.[OH-].[K+].Cl. Product: [CH2:1]([C:8]1[CH:9]=[N:10][C:11]2[N:12]([N:15]=[CH:16][C:17]=2[C:18]([OH:20])=[O:19])[C:13]=1[CH3:14])[C:2]1[CH:7]=[CH:6][CH:5]=[CH:4][CH:3]=1. The catalyst class is: 14. (2) Reactant: [CH3:1][O:2][C:3]1[CH:8]=[CH:7][CH:6]=[CH:5][C:4]=1[OH:9].C(=O)([O-])[O-].[K+].[K+].[F:16][C:17]([F:21])([F:20])[CH2:18]I.O. Product: [CH3:1][O:2][C:3]1[CH:8]=[CH:7][CH:6]=[CH:5][C:4]=1[O:9][CH2:18][C:17]([F:21])([F:20])[F:16]. The catalyst class is: 60. (3) Reactant: Cl.[NH2:2][C@H:3]1[CH2:7][CH2:6][CH2:5][C@@H:4]1[NH:8][C:9](=[O:22])[C:10]1[CH:15]=[C:14]([CH3:16])[CH:13]=[CH:12][C:11]=1[N:17]1[N:21]=[CH:20][CH:19]=[N:18]1.CCN(C(C)C)C(C)C.[Cl:32][C:33]1[CH:38]=[N:37][C:36](Cl)=[CH:35][N:34]=1.O. Product: [Cl:32][C:33]1[N:34]=[CH:35][C:36]([NH:2][C@H:3]2[CH2:7][CH2:6][CH2:5][C@@H:4]2[NH:8][C:9](=[O:22])[C:10]2[CH:15]=[C:14]([CH3:16])[CH:13]=[CH:12][C:11]=2[N:17]2[N:18]=[CH:19][CH:20]=[N:21]2)=[N:37][CH:38]=1. The catalyst class is: 37. (4) Reactant: [CH2:1]([O:8][C:9]1[C:10]([O:20][CH3:21])=[CH:11][C:12]([I:19])=[C:13]([CH:18]=1)[C:14]([NH:16][OH:17])=[NH:15])[C:2]1[CH:7]=[CH:6][CH:5]=[CH:4][CH:3]=1.[C:22](Cl)(=O)[CH3:23]. Product: [CH2:1]([O:8][C:9]1[C:10]([O:20][CH3:21])=[CH:11][C:12]([I:19])=[C:13]([C:14]2[N:15]=[C:22]([CH3:23])[O:17][N:16]=2)[CH:18]=1)[C:2]1[CH:7]=[CH:6][CH:5]=[CH:4][CH:3]=1. The catalyst class is: 17. (5) Reactant: CS(O)(=O)=O.[NH2:6][C:7]1[C:15](=[O:16])[N:10]2[CH2:11][CH2:12][CH2:13][CH2:14][N:9]2[C:8]=1[NH2:17].[NH2:18][C:19]1[C:20]([Cl:27])=[C:21]([OH:26])[C:22]([CH3:25])=[CH:23][CH:24]=1.N.OO. Product: [NH2:17][C:8]1[N:9]2[CH2:14][CH2:13][CH2:12][CH2:11][N:10]2[C:15](=[O:16])[C:7]=1[N:6]=[C:24]1[CH:23]=[C:22]([CH3:25])[C:21](=[O:26])[C:20]([Cl:27])=[C:19]1[NH2:18]. The catalyst class is: 97. (6) Reactant: [CH:1]1([CH2:6][C@H:7]([N:11]2[CH2:19][C:18]3[C:13](=[CH:14][CH:15]=[CH:16][C:17]=3[C:20]([F:23])([F:22])[F:21])[C:12]2=[O:24])[C:8]([OH:10])=O)[CH2:5][CH2:4][CH2:3][CH2:2]1.C(Cl)(=O)C(Cl)=O.[Br:31][C:32]1[N:33]=[CH:34][C:35]([NH2:38])=[N:36][CH:37]=1.N1C(C)=CC=CC=1C. Product: [Br:31][C:32]1[N:33]=[CH:34][C:35]([NH:38][C:8](=[O:10])[C@@H:7]([N:11]2[CH2:19][C:18]3[C:13](=[CH:14][CH:15]=[CH:16][C:17]=3[C:20]([F:23])([F:22])[F:21])[C:12]2=[O:24])[CH2:6][CH:1]2[CH2:2][CH2:3][CH2:4][CH2:5]2)=[N:36][CH:37]=1. The catalyst class is: 306. (7) Product: [Cl:1][C:2]1[CH:3]=[C:4]([CH:33]=[CH:34][C:35]=1[F:36])[CH2:5][N:6]1[CH2:15][CH2:14][C:13]2[C:8](=[C:9]([O:30][CH3:31])[C:10](=[O:29])[N:11]3[CH2:21][CH2:20][CH2:19][CH2:18][N:17]([CH2:22][CH2:23][N:37]4[CH2:42][CH2:41][O:40][CH2:39][CH2:38]4)[C:16](=[O:28])[C:12]3=2)[C:7]1=[O:32]. The catalyst class is: 1. Reactant: [Cl:1][C:2]1[CH:3]=[C:4]([CH:33]=[CH:34][C:35]=1[F:36])[CH2:5][N:6]1[CH2:15][CH2:14][C:13]2[C:8](=[C:9]([O:30][CH3:31])[C:10](=[O:29])[N:11]3[CH2:21][CH2:20][CH2:19][CH2:18][N:17]([CH2:22][CH2:23]S(C)(=O)=O)[C:16](=[O:28])[C:12]3=2)[C:7]1=[O:32].[NH:37]1[CH2:42][CH2:41][O:40][CH2:39][CH2:38]1.C(N(C(C)C)CC)(C)C.